This data is from Catalyst prediction with 721,799 reactions and 888 catalyst types from USPTO. The task is: Predict which catalyst facilitates the given reaction. (1) Reactant: COC1C=CC(C[N:8]2[C:17]3[C:12](=[CH:13][CH:14]=[CH:15][N:16]=3)[C:11]([Cl:18])=[C:10]([C:19]#[N:20])[C:9]2=[O:21])=CC=1. Product: [Cl:18][C:11]1[C:12]2[C:17](=[N:16][CH:15]=[CH:14][CH:13]=2)[NH:8][C:9](=[O:21])[C:10]=1[C:19]#[N:20]. The catalyst class is: 67. (2) Reactant: [C:1]([O:5][C:6](=[O:27])[NH:7][C@@H:8]1[C:17]2[C:12](=[CH:13][CH:14]=[CH:15][CH:16]=2)[C@H:11]([O:18][C:19]2[CH:24]=[CH:23][N:22]=[C:21]([NH:25][NH2:26])[CH:20]=2)[CH2:10][CH2:9]1)([CH3:4])([CH3:3])[CH3:2].C(N(CC)CC)C.[C:35](Cl)(=[O:39])[CH:36]([CH3:38])[CH3:37]. Product: [C:1]([O:5][C:6](=[O:27])[NH:7][C@@H:8]1[C:17]2[C:12](=[CH:13][CH:14]=[CH:15][CH:16]=2)[C@H:11]([O:18][C:19]2[CH:24]=[CH:23][N:22]=[C:21]([NH:25][NH:26][C:35](=[O:39])[CH:36]([CH3:38])[CH3:37])[CH:20]=2)[CH2:10][CH2:9]1)([CH3:4])([CH3:2])[CH3:3]. The catalyst class is: 2. (3) Reactant: [CH:1]([N:14]1[CH2:17][C:16](=[O:18])[CH2:15]1)([C:8]1[CH:13]=[CH:12][CH:11]=[CH:10][CH:9]=1)[C:2]1[CH:7]=[CH:6][CH:5]=[CH:4][CH:3]=1.[CH3:19][Mg]Br. Product: [CH:1]([N:14]1[CH2:17][C:16]([CH3:19])([OH:18])[CH2:15]1)([C:8]1[CH:13]=[CH:12][CH:11]=[CH:10][CH:9]=1)[C:2]1[CH:3]=[CH:4][CH:5]=[CH:6][CH:7]=1. The catalyst class is: 27. (4) Product: [CH3:72][O:71][C:70]1[CH:69]=[C:54]([CH2:55][C:6]([N:8]2[CH2:12][CH2:11][CH2:10][CH:9]2[C:13]([NH:15][CH:16]2[CH2:21][CH2:20][CH:19]([C:22]([O:24][CH2:25][C:26]3[CH:31]=[CH:30][CH:29]=[CH:28][CH:27]=3)=[O:23])[CH2:18][CH2:17]2)=[O:14])=[O:7])[CH:63]=[CH:62][C:61]=1[NH:60][C:59]([NH:58][C:57]1[CH:56]=[CH:44][CH:43]=[CH:42][C:41]=1[CH3:40])=[O:33]. Reactant: C(O[C:6]([N:8]1[CH2:12][CH2:11][CH2:10][CH:9]1[C:13]([NH:15][C@@H:16]1[CH2:21][CH2:20][C@H:19]([C:22]([O:24][CH2:25][C:26]2[CH:31]=[CH:30][CH:29]=[CH:28][CH:27]=2)=[O:23])[CH2:18][CH2:17]1)=[O:14])=[O:7])(C)(C)C.C(O)(C(F)(F)F)=[O:33].C1[CH:40]=[CH:41][C:42]2N(O)N=N[C:43]=2[CH:44]=1.C(N([CH2:54][CH3:55])CC)C.[CH3:56][CH2:57][N:58]=[C:59]=[N:60][CH2:61][CH2:62][CH2:63]N(C)C.Cl.C1[CH2:72][O:71][CH2:70][CH2:69]1. The catalyst class is: 759. (5) Product: [OH:4][CH2:3][CH2:2]/[CH:1]=[CH:13]/[C:14]([O:16][CH2:17][CH3:18])=[O:15]. The catalyst class is: 327. Reactant: [CH2:1](O)[CH2:2][CH2:3][OH:4].C1(P(C2C=CC=CC=2)(C2C=CC=CC=2)=[CH:13][C:14]([O:16][CH2:17][CH3:18])=[O:15])C=CC=CC=1. (6) Reactant: [CH3:1][P:2]([CH2:5][C:6]1[CH:7]=[C:8]([N:12]2[C:16]([C:17]([O:19]CC)=[O:18])=[CH:15][C:14]([Si:22]([CH3:25])([CH3:24])[CH3:23])=[N:13]2)[CH:9]=[CH:10][CH:11]=1)([CH3:4])=[O:3].[OH-].[Na+]. The catalyst class is: 14. Product: [CH3:4][P:2]([CH2:5][C:6]1[CH:7]=[C:8]([N:12]2[C:16]([C:17]([OH:19])=[O:18])=[CH:15][C:14]([Si:22]([CH3:25])([CH3:24])[CH3:23])=[N:13]2)[CH:9]=[CH:10][CH:11]=1)([CH3:1])=[O:3]. (7) Reactant: Cl[C:2]1[CH:7]=[N:6][CH:5]=[C:4]([Cl:8])[N:3]=1.[NH2:9][C:10]1[CH:18]=[CH:17][C:13]([C:14]([OH:16])=[O:15])=[C:12]([Cl:19])[CH:11]=1.CC([O-])(C)C.[Na+].CC1(C)C2C(=C(P(C3C=CC=CC=3)C3C=CC=CC=3)C=CC=2)OC2C(P(C3C=CC=CC=3)C3C=CC=CC=3)=CC=CC1=2. Product: [Cl:19][C:12]1[CH:11]=[C:10]([NH:9][C:2]2[CH:7]=[N:6][CH:5]=[C:4]([Cl:8])[N:3]=2)[CH:18]=[CH:17][C:13]=1[C:14]([OH:16])=[O:15]. The catalyst class is: 62. (8) Reactant: C[O:2][C:3]([C:5]1[CH:34]=[CH:33][C:8]([CH2:9][NH:10][C:11]([C:13]2[CH:21]=[CH:20][C:19]3[CH2:22][NH:23][CH:24]([C:26]([O:28][C:29]([CH3:32])([CH3:31])[CH3:30])=[O:27])[CH2:25][N:17]4[C:18]=3[C:14]=2[CH:15]=[CH:16]4)=[O:12])=[CH:7][CH:6]=1)=[O:4].[OH-].[Li+]. Product: [C:29]([O:28][C:26]([CH:24]1[NH:23][CH2:22][C:19]2=[C:18]3[C:14](=[C:13]([C:11]([NH:10][CH2:9][C:8]4[CH:7]=[CH:6][C:5]([C:3]([OH:4])=[O:2])=[CH:34][CH:33]=4)=[O:12])[CH:21]=[CH:20]2)[CH:15]=[CH:16][N:17]3[CH2:25]1)=[O:27])([CH3:32])([CH3:30])[CH3:31]. The catalyst class is: 24. (9) Reactant: [CH:1]1([CH2:4][O:5][C:6]2[C:7]([OH:24])=[C:8]([C:14]3[CH:15]=[C:16]4[C:20](=[CH:21][CH:22]=3)[C:19](=[O:23])[O:18][CH2:17]4)[CH:9]=[CH:10][C:11]=2[O:12][CH3:13])[CH2:3][CH2:2]1.C(=O)([O-])[O-].[K+].[K+].[CH2:31](I)[CH3:32]. Product: [CH:1]1([CH2:4][O:5][C:6]2[C:7]([O:24][CH2:31][CH3:32])=[C:8]([C:14]3[CH:15]=[C:16]4[C:20](=[CH:21][CH:22]=3)[C:19](=[O:23])[O:18][CH2:17]4)[CH:9]=[CH:10][C:11]=2[O:12][CH3:13])[CH2:3][CH2:2]1. The catalyst class is: 10. (10) Reactant: C(=O)([O-])[O-].[K+].[K+].CN(C=O)C.Br.[OH:13][C:14]1[CH:19]=[CH:18][C:17]([C:20]2[N:21]=[C:22]3[N:26]([CH:27]=2)[CH:25]=[CH:24][S:23]3)=[CH:16][C:15]=1[O:28][CH3:29].[Cl:30][C:31]1[CH:38]=[CH:37][C:34]([CH2:35]Br)=[CH:33][CH:32]=1. The catalyst class is: 72. Product: [Cl:30][C:31]1[CH:38]=[CH:37][C:34]([CH2:35][O:13][C:14]2[CH:19]=[CH:18][C:17]([C:20]3[N:21]=[C:22]4[N:26]([CH:27]=3)[CH:25]=[CH:24][S:23]4)=[CH:16][C:15]=2[O:28][CH3:29])=[CH:33][CH:32]=1.